From a dataset of Reaction yield outcomes from USPTO patents with 853,638 reactions. Predict the reaction yield, written as a fraction of the theoretical maximum amount of product (1.0 means a 100% yield; for example, 0.34 means a 34% yield). (1) The reactants are [Cl:1][C:2]1[CH:7]=[CH:6][N:5]=[C:4]([NH2:8])[CH:3]=1.[Br:9]N1C(=O)CCC1=O. The catalyst is C(#N)C. The product is [Br:9][C:7]1[C:2]([Cl:1])=[CH:3][C:4]([NH2:8])=[N:5][CH:6]=1. The yield is 0.990. (2) The reactants are C([O-])([O-])=O.[K+].[K+].[C@@H:7]1([NH2:14])[CH2:12][CH2:11][CH2:10][CH2:9][C@H:8]1[NH2:13].I[C:16]1[CH:17]=[C:18]([CH3:23])[CH:19]=[C:20]([CH3:22])[CH:21]=1. The catalyst is [Cu]I. The product is [CH3:23][C:18]1[CH:17]=[C:16]([NH:13][C@@H:8]2[CH2:9][CH2:10][CH2:11][CH2:12][C@H:7]2[NH2:14])[CH:21]=[C:20]([CH3:22])[CH:19]=1. The yield is 0.410. (3) The reactants are [C:1]([O:5][C:6]([N:8]([CH3:22])[CH2:9][C@H:10]([CH2:15][CH:16]1[CH2:21][CH2:20][CH2:19][CH2:18][CH2:17]1)[CH2:11][C:12]([OH:14])=O)=[O:7])([CH3:4])([CH3:3])[CH3:2].CCN=C=NCCCN(C)C.C1C=CC2N(O)N=NC=2C=1.CN1CCOCC1.[Cl:51][C:52]1[CH:53]=[C:54]([C:58]([C@@H:66]2[CH2:71][CH2:70][CH2:69][NH:68][CH2:67]2)([OH:65])[CH2:59][CH2:60][CH2:61][CH2:62][O:63][CH3:64])[CH:55]=[CH:56][CH:57]=1. The catalyst is ClCCl. The product is [Cl:51][C:52]1[CH:53]=[C:54]([C:58]([C@@H:66]2[CH2:71][CH2:70][CH2:69][N:68]([C:12](=[O:14])[CH2:11][C@@H:10]([CH2:15][CH:16]3[CH2:21][CH2:20][CH2:19][CH2:18][CH2:17]3)[CH2:9][N:8]([CH3:22])[C:6](=[O:7])[O:5][C:1]([CH3:2])([CH3:3])[CH3:4])[CH2:67]2)([OH:65])[CH2:59][CH2:60][CH2:61][CH2:62][O:63][CH3:64])[CH:55]=[CH:56][CH:57]=1. The yield is 0.540. (4) The reactants are Cl[C:2]([O:4][CH:5]([CH3:7])[CH3:6])=[O:3].[NH:8]1[CH2:13][CH2:12][CH:11]([C:14]([OH:16])=[O:15])[CH2:10][CH2:9]1.[OH-].[Na+]. The catalyst is O. The product is [CH3:6][CH:5]([O:4][C:2]([N:8]1[CH2:13][CH2:12][CH:11]([C:14]([OH:16])=[O:15])[CH2:10][CH2:9]1)=[O:3])[CH3:7]. The yield is 0.950. (5) The reactants are [Br:1][C:2]1[CH:7]=[CH:6][CH:5]=[CH:4][C:3]=1[NH:8][N:9]=[C:10]([C:18]#[N:19])[C:11]([NH:13][CH2:14][CH2:15][CH2:16][CH3:17])=[O:12].[Cl-].[Al+3].[Cl-].[Cl-].O.[C@H](O)(C([O-])=O)[C@@H](O)C([O-])=O.[Na+].[K+]. The catalyst is C1(C)C=CC=CC=1. The product is [NH2:19][C:18]1[C:4]2[C:3](=[C:2]([Br:1])[CH:7]=[CH:6][CH:5]=2)[N:8]=[N:9][C:10]=1[C:11]([NH:13][CH2:14][CH2:15][CH2:16][CH3:17])=[O:12]. The yield is 0.260. (6) The reactants are [C:1]([C:5]1[CH:28]=[CH:27][C:8]2[N:9]([CH2:19][O:20][CH2:21][CH2:22][Si:23]([CH3:26])([CH3:25])[CH3:24])[C:10]([CH2:12][CH:13]3[CH2:16][CH:15]([CH:17]=O)[CH2:14]3)=[N:11][C:7]=2[CH:6]=1)([CH3:4])([CH3:3])[CH3:2].[CH3:29][C:30]1([CH3:53])[O:34][C@@H:33]2[C@@H:35]([CH2:48][NH:49][CH:50]([CH3:52])[CH3:51])[CH2:36][C@@H:37]([N:38]3[C:42]4[N:43]=[CH:44][N:45]=[C:46]([NH2:47])[C:41]=4[CH:40]=[CH:39]3)[C@@H:32]2[O:31]1.S([O-])([O-])(=O)=O.[Mg+2].C(O[BH-](OC(=O)C)OC(=O)C)(=O)C.[Na+]. The catalyst is ClCCCl. The product is [C:1]([C:5]1[CH:28]=[CH:27][C:8]2[N:9]([CH2:19][O:20][CH2:21][CH2:22][Si:23]([CH3:24])([CH3:26])[CH3:25])[C:10]([CH2:12][CH:13]3[CH2:16][CH:15]([CH2:17][N:49]([CH2:48][C@@H:35]4[C@H:33]5[O:34][C:30]([CH3:53])([CH3:29])[O:31][C@H:32]5[C@H:37]([N:38]5[C:42]6[N:43]=[CH:44][N:45]=[C:46]([NH2:47])[C:41]=6[CH:40]=[CH:39]5)[CH2:36]4)[CH:50]([CH3:52])[CH3:51])[CH2:14]3)=[N:11][C:7]=2[CH:6]=1)([CH3:3])([CH3:2])[CH3:4]. The yield is 0.110. (7) The catalyst is C(#N)C. The reactants are [F:1][C:2]1[CH:22]=[CH:21][C:5]([CH2:6][C@@H:7]2[CH2:12][CH2:11][CH2:10][N:9]([CH2:13][C@@H:14]3[CH2:19][CH2:18][O:17][CH2:16][C@H:15]3[NH2:20])[CH2:8]2)=[CH:4][CH:3]=1.C1([O:29][C:30](=O)[NH:31][C:32]2[S:33][C:34]([C:38](=[O:40])[CH3:39])=[C:35]([CH3:37])[N:36]=2)C=CC=CC=1. The yield is 0.230. The product is [F:1][C:2]1[CH:3]=[CH:4][C:5]([CH2:6][C@@H:7]2[CH2:12][CH2:11][CH2:10][N:9]([CH2:13][C@@H:14]3[CH2:19][CH2:18][O:17][CH2:16][C@H:15]3[NH:20][C:30]([NH:31][C:32]3[S:33][C:34]([C:38](=[O:40])[CH3:39])=[C:35]([CH3:37])[N:36]=3)=[O:29])[CH2:8]2)=[CH:21][CH:22]=1. (8) The reactants are [C:1]([C:4]1[CH:11]=[C:10]([Cl:12])[C:7]([C:8]#[N:9])=[C:6]([N:13]2[CH2:16][CH:15]([O:17][CH3:18])[CH2:14]2)[C:5]=1[O:19][CH2:20][CH3:21])(=[O:3])[CH3:2].[BH4-].[Na+]. The catalyst is CO. The product is [Cl:12][C:10]1[C:7]([C:8]#[N:9])=[C:6]([N:13]2[CH2:16][CH:15]([O:17][CH3:18])[CH2:14]2)[C:5]([O:19][CH2:20][CH3:21])=[C:4]([CH:1]([OH:3])[CH3:2])[CH:11]=1. The yield is 1.00. (9) The reactants are Br[CH2:2][CH2:3][CH2:4][CH2:5][CH2:6][CH2:7][CH2:8][CH2:9][CH2:10][CH3:11].O[C:13]1[C:22]2[C:17](=[CH:18][CH:19]=[CH:20][CH:21]=2)[C:16]([CH:23]=[O:24])=[CH:15][CH:14]=1.[CH3:25][O-:26].[Na+].[CH3:28]N(C=O)C. No catalyst specified. The product is [CH2:25]([O:26][C:13]1[C:22]2[C:17](=[CH:18][CH:19]=[CH:20][CH:21]=2)[C:16]([CH:23]=[O:24])=[CH:15][CH:14]=1)[CH2:11][CH2:10][CH2:9][CH2:8][CH2:7][CH2:6][CH2:5][CH2:4][CH2:3][CH2:2][CH3:28]. The yield is 0.810. (10) The reactants are OCCS[CH2:5][CH2:6][NH:7][C:8](=[O:14])[O:9][C:10]([CH3:13])([CH3:12])[CH3:11].O[O:16][S:17]([O-:19])=O.[K+].[CH3:21][CH2:22][OH:23]. The catalyst is O. The product is [OH:23][CH2:22][CH2:21][S:17]([CH2:5][CH2:6][NH:7][C:8](=[O:14])[O:9][C:10]([CH3:11])([CH3:13])[CH3:12])(=[O:19])=[O:16]. The yield is 0.750.